Dataset: Full USPTO retrosynthesis dataset with 1.9M reactions from patents (1976-2016). Task: Predict the reactants needed to synthesize the given product. Given the product [C:8]([CH:7]([C:1]1[CH:6]=[CH:5][CH:4]=[CH:3][CH:2]=1)[C:14]([O:15][CH3:16])=[O:17])#[N:9], predict the reactants needed to synthesize it. The reactants are: [C:1]1([CH2:7][C:8]#[N:9])[CH:6]=[CH:5][CH:4]=[CH:3][CH:2]=1.CC[O-].[Na+].[C:14](=O)([O:17]C)[O:15][CH3:16].